From a dataset of Full USPTO retrosynthesis dataset with 1.9M reactions from patents (1976-2016). Predict the reactants needed to synthesize the given product. (1) Given the product [F:28][C:29]1[CH:40]=[CH:39][CH:38]=[C:37]([F:41])[C:30]=1[C:31]([NH:13][C@@H:14]1[C@H:15]([CH3:20])[C@@H:16]1[C:21]1[CH:22]=[CH:23][C:24]([F:27])=[CH:25][CH:26]=1)=[O:32], predict the reactants needed to synthesize it. The reactants are: [Na].S(N[N:13]=[CH:14][C:15]1[CH:20]=CC=C[C:16]=1[C:21]1[CH:26]=[CH:25][C:24]([F:27])=[CH:23][CH:22]=1)(C1C=CC(C)=CC=1)(=O)=O.[F:28][C:29]1[CH:40]=[CH:39][CH:38]=[C:37]([F:41])[C:30]=1[C:31](N/C=C\C)=[O:32].O1CCOCC1.CCOC(C)=O. (2) Given the product [F:1][C:2]1[C:3]([NH:12][C:13]2[CH:18]=[CH:17][C:16]([I:19])=[CH:15][C:14]=2[F:20])=[C:4]([C:5]([N:43]2[CH2:42][C:41]([CH:39]([OH:40])[CH2:38][CH:34]3[O:33][CH2:37][CH2:36][O:35]3)([OH:45])[CH2:44]2)=[O:7])[CH:8]=[CH:9][C:10]=1[F:11], predict the reactants needed to synthesize it. The reactants are: [F:1][C:2]1[C:3]([NH:12][C:13]2[CH:18]=[CH:17][C:16]([I:19])=[CH:15][C:14]=2[F:20])=[C:4]([CH:8]=[CH:9][C:10]=1[F:11])[C:5]([OH:7])=O.Cl.CN(C)CCCN=C=NCC.[O:33]1[CH2:37][CH2:36][O:35][CH:34]1[CH2:38][CH:39]([C:41]1([OH:45])[CH2:44][NH:43][CH2:42]1)[OH:40].C(OCC)(=O)C. (3) The reactants are: [NH2:1][C:2]1[C:10]([Cl:11])=[CH:9][CH:8]=[CH:7][C:3]=1[C:4]([NH2:6])=[O:5].[CH3:12][C:13]1[CH:14]=[C:15]([CH:18]=[C:19]([CH3:29])[C:20]=1[O:21][CH2:22][CH2:23][N:24]1[CH2:28][CH2:27][CH2:26][CH2:25]1)[CH:16]=O.S([O-])(O)=O.[Na+].O.C1(C)C=CC(S(O)(=O)=O)=CC=1. Given the product [Cl:11][C:10]1[CH:9]=[CH:8][CH:7]=[C:3]2[C:2]=1[N:1]=[C:16]([C:15]1[CH:14]=[C:13]([CH3:12])[C:20]([O:21][CH2:22][CH2:23][N:24]3[CH2:28][CH2:27][CH2:26][CH2:25]3)=[C:19]([CH3:29])[CH:18]=1)[NH:6][C:4]2=[O:5], predict the reactants needed to synthesize it. (4) The reactants are: [CH3:1][O:2][C:3]1[CH:8]=[CH:7][C:6]([C:9]2[CH:20]=[C:12]3[N:13]=[C:14]([C:17]([OH:19])=O)[CH:15]=[CH:16][N:11]3[N:10]=2)=[CH:5][CH:4]=1.[CH2:21]([NH:26][CH2:27][CH2:28][CH:29]([CH3:31])[CH3:30])[CH2:22][CH:23]([CH3:25])[CH3:24].O.OC1C2N=NNC=2C=CC=1.Cl.C(N=C=NCCCN(C)C)C. Given the product [CH2:27]([N:26]([CH2:21][CH2:22][CH:23]([CH3:25])[CH3:24])[C:17]([C:14]1[CH:15]=[CH:16][N:11]2[N:10]=[C:9]([C:6]3[CH:5]=[CH:4][C:3]([O:2][CH3:1])=[CH:8][CH:7]=3)[CH:20]=[C:12]2[N:13]=1)=[O:19])[CH2:28][CH:29]([CH3:30])[CH3:31], predict the reactants needed to synthesize it. (5) Given the product [Cl:3][C:4]1[NH:13][C:12](=[O:1])[C:11]2[C:6](=[CH:7][C:8]([Cl:15])=[CH:9][CH:10]=2)[N:5]=1, predict the reactants needed to synthesize it. The reactants are: [OH-:1].[Na+].[Cl:3][C:4]1[N:13]=[C:12](Cl)[C:11]2[C:6](=[CH:7][C:8]([Cl:15])=[CH:9][CH:10]=2)[N:5]=1. (6) Given the product [Cl:1][C:2]1[C:3]([C:8]([O:10][CH3:12])=[O:9])=[N:4][CH:5]=[CH:6][N:7]=1, predict the reactants needed to synthesize it. The reactants are: [Cl:1][C:2]1[C:3]([C:8]([OH:10])=[O:9])=[N:4][CH:5]=[CH:6][N:7]=1.[Si](C=[N+]=[N-])(C)(C)[CH3:12]. (7) Given the product [CH:7]([C:4]1[S:3][C:2]([NH:10][C:9](=[O:16])[O:11][CH2:12][CH2:13][O:14][CH3:15])=[CH:6][CH:5]=1)=[O:8], predict the reactants needed to synthesize it. The reactants are: Br[C:2]1[S:3][C:4]([CH:7]=[O:8])=[CH:5][CH:6]=1.[C:9](=[O:16])([O:11][CH2:12][CH2:13][O:14][CH3:15])[NH2:10]. (8) Given the product [F:11][C:10]1[C:3]2[C:2]([NH:12][C:13]3[C:22]([O:23][CH3:24])=[CH:21][C:16]4[NH:17][C:18](=[O:20])[S:19][C:15]=4[CH:14]=3)=[N:7][CH:6]=[N:5][C:4]=2[NH:8][CH:9]=1, predict the reactants needed to synthesize it. The reactants are: Cl[C:2]1[C:3]2[C:10]([F:11])=[CH:9][NH:8][C:4]=2[N:5]=[CH:6][N:7]=1.[NH2:12][C:13]1[C:22]([O:23][CH3:24])=[CH:21][C:16]2[NH:17][C:18](=[O:20])[S:19][C:15]=2[CH:14]=1.